From a dataset of Forward reaction prediction with 1.9M reactions from USPTO patents (1976-2016). Predict the product of the given reaction. (1) Given the reactants Cl[C:2]1[S:3][C:4]([C:19]([NH2:21])=[O:20])=[C:5]([O:7][CH2:8][C:9]2[CH:14]=[CH:13][CH:12]=[CH:11][C:10]=2[C:15]([F:18])([F:17])[F:16])[N:6]=1.[N:22]1[C:26]2[CH:27]=[CH:28][CH:29]=[CH:30][C:25]=2[NH:24][CH:23]=1.C([O-])([O-])=O.[K+].[K+], predict the reaction product. The product is: [N:22]1([C:2]2[S:3][C:4]([C:19]([NH2:21])=[O:20])=[C:5]([O:7][CH2:8][C:9]3[CH:14]=[CH:13][CH:12]=[CH:11][C:10]=3[C:15]([F:18])([F:17])[F:16])[N:6]=2)[C:26]2[CH:27]=[CH:28][CH:29]=[CH:30][C:25]=2[N:24]=[CH:23]1. (2) Given the reactants [NH:1]1[CH:5]=[CH:4][CH:3]=[N:2]1.[H-].[Na+].C(OC(=O)[NH:14][C@@H:15]([C:18]1[CH:23]=[CH:22][C:21]([Cl:24])=[C:20]([C:25]([C:27]2[CH:28]=[N:29][C:30](Cl)=[CH:31][CH:32]=2)=[O:26])[C:19]=1[F:34])[CH2:16][CH3:17])(C)(C)C, predict the reaction product. The product is: [Cl:24][C:21]1[CH:22]=[CH:23][C:18]([C@H:15]([NH2:14])[CH2:16][CH3:17])=[C:19]([F:34])[C:20]=1[C:25]([C:27]1[CH:28]=[N:29][C:30]([N:1]2[CH:5]=[CH:4][CH:3]=[N:2]2)=[CH:31][CH:32]=1)=[O:26]. (3) Given the reactants [C:1]([OH:5])(=O)[CH2:2][CH3:3].O.O[N:8]1[C:12]2[CH:13]=[CH:14][CH:15]=[CH:16][C:11]=2N=N1.[CH:17]1([N:23]=[C:24]=[NH:25])[CH2:22]CCC[CH2:18]1.NCCN(CCN)CCN, predict the reaction product. The product is: [NH:25]1[CH:18]=[C:17]([CH2:22][C:14]2[CH:13]=[C:12]([NH:8][C:1](=[O:5])[CH2:2][CH3:3])[CH:11]=[CH:16][CH:15]=2)[N:23]=[CH:24]1. (4) Given the reactants [C:1]([C:3]1[CH:4]=[C:5]([C:13]2[S:14][C:15]([C:18]3[C:19]([CH2:34][CH3:35])=[C:20]([CH2:24][CH2:25][N:26]4[CH2:29][CH:28]([C:30]([O:32]C)=[O:31])[CH2:27]4)[CH:21]=[CH:22][CH:23]=3)=[CH:16][N:17]=2)[CH:6]=[CH:7][C:8]=1[O:9][CH:10]([CH3:12])[CH3:11])#[N:2].[OH-].[Na+], predict the reaction product. The product is: [C:1]([C:3]1[CH:4]=[C:5]([C:13]2[S:14][C:15]([C:18]3[C:19]([CH2:34][CH3:35])=[C:20]([CH2:24][CH2:25][N:26]4[CH2:27][CH:28]([C:30]([OH:32])=[O:31])[CH2:29]4)[CH:21]=[CH:22][CH:23]=3)=[CH:16][N:17]=2)[CH:6]=[CH:7][C:8]=1[O:9][CH:10]([CH3:11])[CH3:12])#[N:2]. (5) Given the reactants [C:1]([O:5][C:6]([N:8]([CH3:24])[CH2:9][CH2:10][N:11]1[C:19]2[C:14](=[CH:15][CH:16]=[C:17]([Cl:20])[CH:18]=2)[C:13]([C:21]([OH:23])=O)=[CH:12]1)=[O:7])([CH3:4])([CH3:3])[CH3:2].C(N(CC)C(C)C)(C)C.C(Cl)(=O)C(Cl)=O.[NH:40]1[CH2:45][CH2:44][CH:43]([N:46]2[C:54]3[C:49](=[CH:50][CH:51]=[CH:52][CH:53]=3)[CH2:48][C:47]2=[O:55])[CH2:42][CH2:41]1, predict the reaction product. The product is: [C:1]([O:5][C:6](=[O:7])[N:8]([CH2:9][CH2:10][N:11]1[C:19]2[C:14](=[CH:15][CH:16]=[C:17]([Cl:20])[CH:18]=2)[C:13]([C:21]([N:40]2[CH2:45][CH2:44][CH:43]([N:46]3[C:54]4[C:49](=[CH:50][CH:51]=[CH:52][CH:53]=4)[CH2:48][C:47]3=[O:55])[CH2:42][CH2:41]2)=[O:23])=[CH:12]1)[CH3:24])([CH3:2])([CH3:3])[CH3:4]. (6) Given the reactants [CH3:1][C:2]([CH3:8])([CH2:6][CH3:7])[C:3](O)=O.C(Cl)(=O)C(Cl)=O.CN(C=O)C.CC(C)(CC)C(Cl)=O.Cl.[NH2:29][NH:30][C:31]([NH2:33])=[O:32].[OH-].[Na+].[NH4+].[Cl-], predict the reaction product. The product is: [C:2]([C:3]1[NH:33][C:31](=[O:32])[NH:30][N:29]=1)([CH2:6][CH3:7])([CH3:8])[CH3:1].